The task is: Predict the reactants needed to synthesize the given product.. This data is from Full USPTO retrosynthesis dataset with 1.9M reactions from patents (1976-2016). (1) Given the product [C:4]([NH2:6])(=[O:5])[C:3]1[CH:18]=[CH:19][CH:20]=[CH:21][CH:2]=1, predict the reactants needed to synthesize it. The reactants are: Cl[C:2]1[CH:21]=[CH:20][C:19](NCCCl)=[CH:18][C:3]=1[C:4]([NH:6]CC12CC3CC(CC(C3)C1)C2)=[O:5].C(CN)O.C(N(CC)CC)C. (2) Given the product [OH:5][C:6]1[CH:13]=[CH:12][C:9]([C:10]#[N:11])=[CH:8][C:7]=1[N+:1]([O-:4])=[O:2], predict the reactants needed to synthesize it. The reactants are: [N+:1]([O-:4])(O)=[O:2].[OH:5][C:6]1[CH:13]=[CH:12][C:9]([C:10]#[N:11])=[CH:8][CH:7]=1. (3) Given the product [CH2:1]([C:8]1[C:9]([NH:22][C:23](=[O:31])[CH2:24][C:25]2[CH:26]=[CH:27][CH:28]=[CH:29][CH:30]=2)=[N:10][CH:11]=[C:12]([C:14]2[CH:19]=[CH:18][C:17]([OH:20])=[CH:16][CH:15]=2)[N:13]=1)[C:2]1[CH:7]=[CH:6][CH:5]=[CH:4][CH:3]=1, predict the reactants needed to synthesize it. The reactants are: [CH2:1]([C:8]1[C:9]([NH:22][C:23](=[O:31])[CH2:24][C:25]2[CH:30]=[CH:29][CH:28]=[CH:27][CH:26]=2)=[N:10][CH:11]=[C:12]([C:14]2[CH:19]=[CH:18][C:17]([O:20]C)=[CH:16][CH:15]=2)[N:13]=1)[C:2]1[CH:7]=[CH:6][CH:5]=[CH:4][CH:3]=1.B(Br)(Br)Br.C(=O)(O)[O-].[Na+]. (4) Given the product [CH:32]1([CH2:38][CH:39]=[CH:9][C:8]2[CH:7]=[C:6]([CH:31]=[CH:30][CH:29]=2)[C:4]([O:3][CH3:2])=[O:5])[CH2:37][CH2:36][CH2:35][CH2:34][CH2:33]1, predict the reactants needed to synthesize it. The reactants are: [Br-].[CH3:2][O:3][C:4]([C:6]1[CH:7]=[C:8]([CH:29]=[CH:30][CH:31]=1)[CH2:9][P+](C1C=CC=CC=1)(C1C=CC=CC=1)C1C=CC=CC=1)=[O:5].[CH:32]1([CH2:38][CH:39]=O)[CH2:37][CH2:36][CH2:35][CH2:34][CH2:33]1.[H-].[Na+].O. (5) Given the product [N:9]12[CH2:16][CH2:15][CH:12]([CH2:13][CH2:14]1)[C@@H:11]([O:17][C:18](=[O:33])[C:19]([CH2:36][OH:37])([C:27]1[CH:32]=[CH:31][CH:30]=[CH:29][CH:28]=1)[CH2:20][C:21]1[CH:22]=[CH:23][CH:24]=[CH:25][CH:26]=1)[CH2:10]2, predict the reactants needed to synthesize it. The reactants are: C([N-]C(C)C)(C)C.[Li+].[N:9]12[CH2:16][CH2:15][CH:12]([CH2:13][CH2:14]1)[C@@H:11]([O:17][C:18](=[O:33])[CH:19]([C:27]1[CH:32]=[CH:31][CH:30]=[CH:29][CH:28]=1)[CH2:20][C:21]1[CH:26]=[CH:25][CH:24]=[CH:23][CH:22]=1)[CH2:10]2.C1C[O:37][CH2:36]C1. (6) Given the product [Cl:10][C:11]1[CH:18]=[CH:17][CH:16]=[C:15]([Cl:19])[C:12]=1[CH2:13][O:1][C:2]1[CH:3]=[C:4]([CH:7]=[CH:8][CH:9]=1)[CH:5]=[O:6], predict the reactants needed to synthesize it. The reactants are: [OH:1][C:2]1[CH:3]=[C:4]([CH:7]=[CH:8][CH:9]=1)[CH:5]=[O:6].[Cl:10][C:11]1[CH:18]=[CH:17][CH:16]=[C:15]([Cl:19])[C:12]=1[CH2:13]Br.[H-].[Na+]. (7) Given the product [CH3:27][N:23]([CH:24]([CH3:26])[CH3:25])[C:22]1[C:13]([C:11]2[O:12][C:8]([C:5]3[CH:6]=[CH:7][CH:2]=[CH:3][CH:4]=3)=[CH:9][CH:10]=2)=[N:14][C:15]2[C:20]([N:21]=1)=[CH:19][C:18]([C:28]([OH:30])=[O:29])=[CH:17][CH:16]=2, predict the reactants needed to synthesize it. The reactants are: F[C:2]1[CH:7]=[CH:6][C:5]([C:8]2[O:12][C:11]([C:13]3[C:22]([N:23]([CH3:27])[CH:24]([CH3:26])[CH3:25])=[N:21][C:20]4[C:15](=[CH:16][CH:17]=[C:18]([C:28]([O:30]C)=[O:29])[CH:19]=4)[N:14]=3)=[CH:10][CH:9]=2)=[CH:4][CH:3]=1.[OH-].[Na+]. (8) Given the product [Cl:13][C:14]1[CH:15]=[CH:16][C:17]([O:23][CH3:24])=[C:18]([CH:20]([NH:22][C:2]2[CH:7]=[C:6]([F:8])[CH:5]=[CH:4][C:3]=2[S:9]([CH3:12])(=[O:11])=[O:10])[CH3:21])[CH:19]=1, predict the reactants needed to synthesize it. The reactants are: F[C:2]1[CH:7]=[C:6]([F:8])[CH:5]=[CH:4][C:3]=1[S:9]([CH3:12])(=[O:11])=[O:10].[Cl:13][C:14]1[CH:15]=[CH:16][C:17]([O:23][CH3:24])=[C:18]([CH:20]([NH2:22])[CH3:21])[CH:19]=1.C(N(CC)C(C)C)(C)C. (9) The reactants are: [NH:1]1[C:9]2[C:4](=[CH:5][CH:6]=[CH:7][CH:8]=2)[C:3]([CH:10]=[CH:11][C:12]2[CH:22]=[CH:21][CH:20]=[CH:19][C:13]=2/[C:14](/[NH:17][OH:18])=[N:15]\[H])=[N:2]1.N1C=CC=CC=1.[CH2:29]([O:31]C(Cl)=O)C.CC(C)([O-])C.[K+].C(O)(=O)/C=C/C(O)=O. Given the product [NH:1]1[C:9]2[C:4](=[CH:5][CH:6]=[CH:7][CH:8]=2)[C:3](/[CH:10]=[CH:11]/[C:12]2[CH:22]=[CH:21][CH:20]=[CH:19][C:13]=2[C:14]2[NH:15][C:29](=[O:31])[O:18][N:17]=2)=[N:2]1, predict the reactants needed to synthesize it. (10) Given the product [CH2:1]([C:3]1[C:4](=[O:15])[NH:5][C:6]([CH3:14])=[C:7]([C:9]2[N:13]=[CH:12][O:11][N:10]=2)[CH:8]=1)[CH3:2], predict the reactants needed to synthesize it. The reactants are: [CH2:1]([C:3]1[C:4]([O:15]C)=[N:5][C:6]([CH3:14])=[C:7]([C:9]2[N:13]=[CH:12][O:11][N:10]=2)[CH:8]=1)[CH3:2].[I-].[Na+].C(#N)C.Cl[Si](C)(C)C.